From a dataset of Catalyst prediction with 721,799 reactions and 888 catalyst types from USPTO. Predict which catalyst facilitates the given reaction. (1) Reactant: F[C:2]1[N:7]=[C:6]([C:8]([NH:10][C:11]2[CH:19]=[C:18]([C:20]3[CH:28]=[CH:27][CH:26]=[C:25]4[C:21]=3[CH:22]=[CH:23][NH:24]4)[CH:17]=[C:16]3[C:12]=2[CH:13]=[N:14][NH:15]3)=[O:9])[CH:5]=[CH:4][CH:3]=1.[O:29]1[CH2:34][CH2:33][CH:32]([NH2:35])[CH2:31][CH2:30]1.CCN(C(C)C)C(C)C. Product: [NH:24]1[C:25]2[C:21](=[C:20]([C:18]3[CH:17]=[C:16]4[C:12]([CH:13]=[N:14][NH:15]4)=[C:11]([NH:10][C:8]([C:6]4[CH:5]=[CH:4][CH:3]=[C:2]([NH:35][CH:32]5[CH2:33][CH2:34][O:29][CH2:30][CH2:31]5)[N:7]=4)=[O:9])[CH:19]=3)[CH:28]=[CH:27][CH:26]=2)[CH:22]=[CH:23]1. The catalyst class is: 16. (2) Reactant: S(=O)(=O)(O)O.[OH:6][C:7]1[CH:15]=[CH:14][C:10]([C:11]([OH:13])=[O:12])=[CH:9][CH:8]=1.[OH:16][C:17]1[CH:29]=[CH:28][C:27]2[C:26]3[C:21](=[CH:22][C:23](O)=[CH:24][CH:25]=3)[CH:20]([CH3:31])[C:19]=2[CH:18]=1.B(O)(O)O. Product: [OH:6][C:7]1[CH:15]=[CH:14][C:10]([C:11]([O:13][C:23]2[CH:24]=[CH:25][C:26]3[C:27]4[C:19](=[CH:18][C:17]([O:16][C:11](=[O:12])[C:10]5[CH:14]=[CH:15][C:7]([OH:6])=[CH:8][CH:9]=5)=[CH:29][CH:28]=4)[CH:20]([CH3:31])[C:21]=3[CH:22]=2)=[O:12])=[CH:9][CH:8]=1. The catalyst class is: 113.